This data is from Forward reaction prediction with 1.9M reactions from USPTO patents (1976-2016). The task is: Predict the product of the given reaction. (1) Given the reactants [Cl:1][C:2]1[CH:11]=[C:10]2[C:5]([C:6]([N:13]3[CH2:18][CH2:17][NH:16][CH2:15][CH2:14]3)=[CH:7][C:8]([NH2:12])=[N:9]2)=[CH:4][CH:3]=1.[CH2:19]([N:21]=[C:22]=[O:23])[CH3:20].C(N(C(C)C)CC)(C)C, predict the reaction product. The product is: [NH2:12][C:8]1[CH:7]=[C:6]([N:13]2[CH2:18][CH2:17][N:16]([C:22]([NH:21][CH2:19][CH3:20])=[O:23])[CH2:15][CH2:14]2)[C:5]2[C:10](=[CH:11][C:2]([Cl:1])=[CH:3][CH:4]=2)[N:9]=1. (2) The product is: [Si:26]([O:33][CH2:34][CH2:35][NH:36][C:37]1[CH:38]=[CH:39][C:40]([NH:43][CH2:56][C@@H:54]([OH:55])[CH2:53][NH:52][C:50]([C:48]2[S:49][C:45]([Cl:44])=[CH:46][CH:47]=2)=[O:51])=[CH:41][CH:42]=1)([C:29]([CH3:32])([CH3:31])[CH3:30])([CH3:28])[CH3:27]. Given the reactants FC(F)(F)S([O-])(=O)=O.[Yb+3].FC(F)(F)S([O-])(=O)=O.FC(F)(F)S([O-])(=O)=O.[Si:26]([O:33][CH2:34][CH2:35][NH:36][C:37]1[CH:42]=[CH:41][C:40]([NH2:43])=[CH:39][CH:38]=1)([C:29]([CH3:32])([CH3:31])[CH3:30])([CH3:28])[CH3:27].[Cl:44][C:45]1[S:49][C:48]([C:50]([NH:52][CH2:53][C@H:54]2[CH2:56][O:55]2)=[O:51])=[CH:47][CH:46]=1, predict the reaction product. (3) Given the reactants [F:1][C:2]1[CH:3]=[C:4]([N:9]2[CH2:13][C@H:12]([CH2:14]OS(C)(=O)=O)[O:11][C:10]2=[O:20])[CH:5]=[CH:6][C:7]=1[I:8].[N-:21]=[N+:22]=[N-:23].[Na+].O, predict the reaction product. The product is: [N:21]([CH2:14][C@@H:12]1[O:11][C:10](=[O:20])[N:9]([C:4]2[CH:5]=[CH:6][C:7]([I:8])=[C:2]([F:1])[CH:3]=2)[CH2:13]1)=[N+:22]=[N-:23].